From a dataset of Forward reaction prediction with 1.9M reactions from USPTO patents (1976-2016). Predict the product of the given reaction. (1) Given the reactants C([O:3][C:4](=[O:31])[C:5]([S:8][C:9]1[S:10][CH:11]=[C:12]([CH2:14][CH2:15][O:16][CH2:17][C:18]2[CH:23]=[CH:22][C:21]([C:24]3[CH:29]=[CH:28][C:27]([F:30])=[CH:26][CH:25]=3)=[CH:20][CH:19]=2)[N:13]=1)([CH3:7])[CH3:6])C.[OH-].[Na+], predict the reaction product. The product is: [F:30][C:27]1[CH:28]=[CH:29][C:24]([C:21]2[CH:20]=[CH:19][C:18]([CH2:17][O:16][CH2:15][CH2:14][C:12]3[N:13]=[C:9]([S:8][C:5]([CH3:7])([CH3:6])[C:4]([OH:31])=[O:3])[S:10][CH:11]=3)=[CH:23][CH:22]=2)=[CH:25][CH:26]=1. (2) Given the reactants [F:1][C:2]1[CH:3]=[C:4](B(O)O)[CH:5]=[CH:6][CH:7]=1.Br[CH:12]1[CH2:16][CH2:15][CH2:14][CH2:13]1.CC(C)([O-])C.[K+].C1C=CC(C2C=CN=C3C=2C=CC2C3=NC=CC=2C2C=CC=CC=2)=CC=1.Cl, predict the reaction product. The product is: [CH:12]1([C:4]2[CH:5]=[CH:6][CH:7]=[C:2]([F:1])[CH:3]=2)[CH2:16][CH2:15][CH2:14][CH2:13]1. (3) Given the reactants [N:1]1[CH:6]=[CH:5][CH:4]=[N:3][C:2]=1[C:7]1([C:17]#N)[CH2:16][CH2:15][C:10]2([O:14][CH2:13][CH2:12][O:11]2)[CH2:9][CH2:8]1.[OH-:19].[Na+].C[OH:22].Cl, predict the reaction product. The product is: [N:3]1[CH:4]=[CH:5][CH:6]=[N:1][C:2]=1[C:7]1([C:17]([OH:22])=[O:19])[CH2:8][CH2:9][C:10]2([O:11][CH2:12][CH2:13][O:14]2)[CH2:15][CH2:16]1. (4) Given the reactants [F:1][C:2]1[CH:3]=[C:4]([CH2:33][OH:34])[CH:5]=[CH:6][C:7]=1[N:8]1[CH2:13][CH2:12][N:11]([C:14]([C:16]2[CH:21]=[C:20]([S:22]([CH3:25])(=[O:24])=[O:23])[CH:19]=[CH:18][C:17]=2[C:26]2[CH:31]=[CH:30][C:29]([F:32])=[CH:28][CH:27]=2)=[O:15])[CH2:10][CH2:9]1.S([O-])([O-])(=O)=O.[Na+].[Na+].FS([C:46]([F:51])([F:50])C(O)=O)(=O)=O, predict the reaction product. The product is: [F:50][CH:46]([F:51])[O:34][CH2:33][C:4]1[CH:5]=[CH:6][C:7]([N:8]2[CH2:13][CH2:12][N:11]([C:14]([C:16]3[CH:21]=[C:20]([S:22]([CH3:25])(=[O:24])=[O:23])[CH:19]=[CH:18][C:17]=3[C:26]3[CH:31]=[CH:30][C:29]([F:32])=[CH:28][CH:27]=3)=[O:15])[CH2:10][CH2:9]2)=[C:2]([F:1])[CH:3]=1. (5) Given the reactants [N:1]([CH2:4][CH:5]([OH:13])[CH2:6][C:7]1[CH:12]=[CH:11][CH:10]=[CH:9][CH:8]=1)=[N+]=[N-].[H][H], predict the reaction product. The product is: [NH2:1][CH2:4][CH:5]([OH:13])[CH2:6][C:7]1[CH:8]=[CH:9][CH:10]=[CH:11][CH:12]=1. (6) Given the reactants [O:1]=[C:2]1[C:8](=[CH:9][OH:10])[C:7](=[O:11])[N:6]([C:12]2[CH:17]=[CH:16][CH:15]=[CH:14][CH:13]=2)[CH:5]=[CH:4][N:3]1[CH2:18][C:19]([N:21]([CH:30]([CH3:32])[CH3:31])[C:22]1[CH:27]=[CH:26][C:25]([O:28][CH3:29])=[CH:24][CH:23]=1)=[O:20].[CH3:33][S:34](Cl)(=[O:36])=[O:35].C(N(C(C)C)CC)(C)C, predict the reaction product. The product is: [O:1]=[C:2]1[C:8](=[CH:9][O:10][S:34]([CH3:33])(=[O:36])=[O:35])[C:7](=[O:11])[N:6]([C:12]2[CH:13]=[CH:14][CH:15]=[CH:16][CH:17]=2)[CH:5]=[CH:4][N:3]1[CH2:18][C:19]([N:21]([CH:30]([CH3:32])[CH3:31])[C:22]1[CH:23]=[CH:24][C:25]([O:28][CH3:29])=[CH:26][CH:27]=1)=[O:20]. (7) Given the reactants [Cl:1][C:2]1[CH:28]=[CH:27][C:5]([CH2:6][N:7]2[C:15]3[C:10](=[CH:11][CH:12]=[CH:13][CH:14]=3)[CH:9]=[C:8]2[C:16]([N:18]2[CH2:23][CH2:22][CH:21]([C:24](O)=[O:25])[CH2:20][CH2:19]2)=[O:17])=[CH:4][CH:3]=1.CCN(C(C)C)C(C)C.C(Cl)CCl.C1C=CC2N(O)N=NC=2C=1.[NH2:52][CH:53]([CH:55]1[CH2:63][C:62]2[C:57](=[CH:58][CH:59]=[CH:60][CH:61]=2)[CH2:56]1)[CH3:54], predict the reaction product. The product is: [Cl:1][C:2]1[CH:28]=[CH:27][C:5]([CH2:6][N:7]2[C:15]3[C:10](=[CH:11][CH:12]=[CH:13][CH:14]=3)[CH:9]=[C:8]2[C:16]([N:18]2[CH2:23][CH2:22][CH:21]([C:24]([NH:52][CH:53]([CH:55]3[CH2:63][C:62]4[C:57](=[CH:58][CH:59]=[CH:60][CH:61]=4)[CH2:56]3)[CH3:54])=[O:25])[CH2:20][CH2:19]2)=[O:17])=[CH:4][CH:3]=1. (8) Given the reactants [C:1](=[O:8])([O:5][CH2:6][CH3:7])OCC.[H-].[Na+].[F:11][C:12]1[CH:17]=[CH:16][C:15]([C:18](=[O:20])[CH3:19])=[CH:14][CH:13]=1.C(O)(=O)C, predict the reaction product. The product is: [F:11][C:12]1[CH:17]=[CH:16][C:15]([C:18](=[O:20])[CH2:19][C:1]([O:5][CH2:6][CH3:7])=[O:8])=[CH:14][CH:13]=1. (9) Given the reactants [CH3:1][C:2]1[CH:3]=[CH:4][C:5]([NH2:8])=[N:6][CH:7]=1.Br[C:10]1[N:11]=[C:12]2[C:18]([C:19]([NH:21][C:22]([CH3:25])([CH3:24])[CH3:23])=[O:20])=[CH:17][N:16]([CH2:26][O:27][CH2:28][CH2:29][Si:30]([CH3:33])([CH3:32])[CH3:31])[C:13]2=[N:14][CH:15]=1.CC(C)([O-])C.[Na+].CN(C=O)C, predict the reaction product. The product is: [C:22]([NH:21][C:19]([C:18]1[C:12]2[C:13](=[N:14][CH:15]=[C:10]([NH:8][C:5]3[CH:4]=[CH:3][C:2]([CH3:1])=[CH:7][N:6]=3)[N:11]=2)[N:16]([CH2:26][O:27][CH2:28][CH2:29][Si:30]([CH3:33])([CH3:32])[CH3:31])[CH:17]=1)=[O:20])([CH3:25])([CH3:24])[CH3:23]. (10) Given the reactants Br[CH:2]([CH2:6][CH2:7][CH2:8][CH3:9])[C:3]([OH:5])=[O:4].[Cl:10][C:11]1[CH:16]=[C:15]([Cl:17])[CH:14]=[CH:13][C:12]=1[OH:18].[NH2:19][C:20]1[S:21][CH:22]=[CH:23][N:24]=1, predict the reaction product. The product is: [Cl:10][C:11]1[CH:16]=[C:15]([Cl:17])[CH:14]=[CH:13][C:12]=1[O:18][CH:2]([CH2:6][CH2:7][CH2:8][CH3:9])[C:3]([OH:5])=[O:4].[Cl:10][C:11]1[CH:16]=[C:15]([Cl:17])[CH:14]=[CH:13][C:12]=1[O:18][CH:2]([CH2:6][CH2:7][CH2:8][CH3:9])[C:3]([NH:19][C:20]1[S:21][CH:22]=[CH:23][N:24]=1)=[O:4].